This data is from Catalyst prediction with 721,799 reactions and 888 catalyst types from USPTO. The task is: Predict which catalyst facilitates the given reaction. (1) Reactant: B.CSC.[CH:5]1([CH2:10][CH2:11][CH2:12][N:13]2[C:17](=[O:18])[N:16]([C:19]3[CH:24]=[CH:23][C:22]([NH:25][S:26]([C:29]4[CH:30]=[C:31]5[C:36](=[CH:37][CH:38]=4)[O:35][CH:34]([C:39]([NH2:41])=O)[CH2:33][CH2:32]5)(=[O:28])=[O:27])=[CH:21][CH:20]=3)[N:15]=[N:14]2)[CH2:9][CH2:8][CH2:7][CH2:6]1.Cl.[OH-].[Na+]. Product: [CH:5]1([CH2:10][CH2:11][CH2:12][N:13]2[C:17](=[O:18])[N:16]([C:19]3[CH:20]=[CH:21][C:22]([NH:25][S:26]([C:29]4[CH:30]=[C:31]5[C:36](=[CH:37][CH:38]=4)[O:35][CH:34]([CH2:39][NH2:41])[CH2:33][CH2:32]5)(=[O:27])=[O:28])=[CH:23][CH:24]=3)[N:15]=[N:14]2)[CH2:9][CH2:8][CH2:7][CH2:6]1. The catalyst class is: 83. (2) Reactant: B(F)(F)F.CCOCC.[CH3:10][C:11]1(O)[CH2:15][CH2:14][CH2:13][CH2:12]1.C[Si]([N:21]=[N+:22]=[N-:23])(C)C. Product: [N:21]([C:11]1([CH3:10])[CH2:15][CH2:14][CH2:13][CH2:12]1)=[N+:22]=[N-:23]. The catalyst class is: 11. (3) Reactant: Cl[CH:2]([C:7]([N:9]([CH2:29][C:30]1[CH:35]=[CH:34][C:33]([O:36][CH3:37])=[CH:32][C:31]=1[O:38][CH3:39])[C:10]1[CH:15]=[CH:14][C:13]([Cl:16])=[CH:12][C:11]=1[C:17]([C:19]1[CH:24]=[CH:23][CH:22]=[C:21]([O:25][CH3:26])[C:20]=1[O:27][CH3:28])=[CH2:18])=[O:8])[C:3]([O:5][CH3:6])=[O:4].C([Sn](CCCC)CCCC)CCC.N(C(C)(C)C#N)=NC(C)(C)C#N. Product: [Cl:16][C:13]1[CH:14]=[CH:15][C:10]2[N:9]([CH2:29][C:30]3[CH:35]=[CH:34][C:33]([O:36][CH3:37])=[CH:32][C:31]=3[O:38][CH3:39])[C:7](=[O:8])[CH:2]([C:3]([O:5][CH3:6])=[O:4])[CH2:18][CH:17]([C:19]3[CH:24]=[CH:23][CH:22]=[C:21]([O:25][CH3:26])[C:20]=3[O:27][CH3:28])[C:11]=2[CH:12]=1. The catalyst class is: 11.